Dataset: Full USPTO retrosynthesis dataset with 1.9M reactions from patents (1976-2016). Task: Predict the reactants needed to synthesize the given product. (1) Given the product [CH3:1][C:2]([CH3:9])([CH2:3][O:4][Si:10]([C:13]([CH3:16])([CH3:15])[CH3:14])([CH3:12])[CH3:11])[CH2:5][O:6][CH2:7][CH3:8], predict the reactants needed to synthesize it. The reactants are: [CH3:1][C:2]([CH3:9])([CH2:5][O:6][CH2:7][CH3:8])[CH2:3][OH:4].[Si:10](Cl)([C:13]([CH3:16])([CH3:15])[CH3:14])([CH3:12])[CH3:11]. (2) Given the product [O:1]1[C:5]2[CH:6]=[CH:7][CH:8]=[CH:9][C:4]=2[CH:3]=[C:2]1[C:23]([CH:18]1[CH2:19][CH2:20][CH2:21][CH2:22][N:17]1[C:15]([O:14][C:10]([CH3:13])([CH3:12])[CH3:11])=[O:16])=[O:28], predict the reactants needed to synthesize it. The reactants are: [O:1]1[C:5]2[CH:6]=[CH:7][CH:8]=[CH:9][C:4]=2[CH:3]=[CH:2]1.[C:10]([O:14][C:15]([N:17]1[CH2:22][CH2:21][CH2:20][CH2:19][CH:18]1[C:23](=[O:28])N(OC)C)=[O:16])([CH3:13])([CH3:12])[CH3:11].[Cl-].[NH4+].